Dataset: Reaction yield outcomes from USPTO patents with 853,638 reactions. Task: Predict the reaction yield, written as a fraction of the theoretical maximum amount of product (1.0 means a 100% yield; for example, 0.34 means a 34% yield). The reactants are [N:1]1[N:2]2[CH:9]=[C:8]([C:10]([OH:12])=[O:11])[CH:7]=[C:3]2[CH:4]=[CH:5][CH:6]=1.[CH3:13]O. The catalyst is S(=O)(=O)(O)O. The product is [N:1]1[N:2]2[CH:9]=[C:8]([C:10]([O:12][CH3:13])=[O:11])[CH:7]=[C:3]2[CH:4]=[CH:5][CH:6]=1. The yield is 0.610.